Dataset: Reaction yield outcomes from USPTO patents with 853,638 reactions. Task: Predict the reaction yield, written as a fraction of the theoretical maximum amount of product (1.0 means a 100% yield; for example, 0.34 means a 34% yield). The reactants are [Cl:1][C:2]1[CH:3]=[C:4]([NH2:9])[C:5]([NH2:8])=[CH:6][CH:7]=1.[OH:10][CH2:11][C:12](O)=O.Cl.N. The catalyst is C1(C)C(C)=CC=CC=1. The product is [Cl:1][C:2]1[CH:7]=[CH:6][C:5]2[NH:8][C:12]([CH2:11][OH:10])=[N:9][C:4]=2[CH:3]=1. The yield is 0.820.